From a dataset of Forward reaction prediction with 1.9M reactions from USPTO patents (1976-2016). Predict the product of the given reaction. Given the reactants S[CH2:2][CH2:3][CH2:4][CH2:5][CH2:6][CH2:7][N:8]1[C:15](=[O:16])[NH:14][C:12](=[O:13])[NH:11][C:9]1=[O:10].N1C(=O)NC(=O)NC1=O.C([O-])([O-])=O.[K+].[K+].[Br:32]C(Br)CCCCC, predict the reaction product. The product is: [Br:32][CH2:2][CH2:3][CH2:4][CH2:5][CH2:6][CH2:7][N:8]1[C:15](=[O:16])[NH:14][C:12](=[O:13])[NH:11][C:9]1=[O:10].